Dataset: Forward reaction prediction with 1.9M reactions from USPTO patents (1976-2016). Task: Predict the product of the given reaction. Given the reactants [C:1](Cl)(=O)[C:2](Cl)=O.[CH:7]([C:10]1[NH:14][N:13]=[C:12]([C:15]([OH:17])=O)[C:11]=1[N+:18]([O-:20])=[O:19])([CH3:9])[CH3:8].C[N:22](C)C=O, predict the reaction product. The product is: [CH:7]1([C:10]2[NH:14][N:13]=[C:12]([C:15]([NH2:22])=[O:17])[C:11]=2[N+:18]([O-:20])=[O:19])[CH2:8][CH2:2][CH2:1][CH2:9]1.